This data is from Full USPTO retrosynthesis dataset with 1.9M reactions from patents (1976-2016). The task is: Predict the reactants needed to synthesize the given product. Given the product [S:2]1[C:10]2[CH:9]=[CH:8][N:7]=[CH:6][C:5]=2[CH:4]=[C:3]1[CH:11]([NH2:12])[CH3:14], predict the reactants needed to synthesize it. The reactants are: Cl.[S:2]1[C:10]2[CH:9]=[CH:8][N:7]=[CH:6][C:5]=2[CH:4]=[C:3]1[CH2:11][NH2:12].S1C2C=CN=CC=2C=[C:14]1C(O)C.